From a dataset of CYP2C19 inhibition data for predicting drug metabolism from PubChem BioAssay. Regression/Classification. Given a drug SMILES string, predict its absorption, distribution, metabolism, or excretion properties. Task type varies by dataset: regression for continuous measurements (e.g., permeability, clearance, half-life) or binary classification for categorical outcomes (e.g., BBB penetration, CYP inhibition). Dataset: cyp2c19_veith. (1) The molecule is COC(=O)c1ccccc1-c1ccc(/C=C2\C(=O)N(c3ccccc3)N=C2c2ccccc2)o1. The result is 1 (inhibitor). (2) The result is 0 (non-inhibitor). The compound is OC[C@H](S)CS.